From a dataset of Forward reaction prediction with 1.9M reactions from USPTO patents (1976-2016). Predict the product of the given reaction. Given the reactants [C:1]([O:5][C:6](=[O:31])[NH:7][C:8]1[S:9][C:10]2[C:19](=[O:20])[CH:18]=[CH:17][C:16]3[C:12](=[CH:13][N:14]([CH2:21][C:22]4[CH:27]=[CH:26][C:25]([O:28][CH3:29])=[CH:24][CH:23]=4)[N:15]=3)[C:11]=2[N:30]=1)([CH3:4])([CH3:3])[CH3:2], predict the reaction product. The product is: [C:1]([O:5][C:6](=[O:31])[NH:7][C:8]1[S:9][C:10]2[C:19](=[O:20])[CH2:18][CH2:17][C:16]3[C:12](=[CH:13][N:14]([CH2:21][C:22]4[CH:27]=[CH:26][C:25]([O:28][CH3:29])=[CH:24][CH:23]=4)[N:15]=3)[C:11]=2[N:30]=1)([CH3:4])([CH3:2])[CH3:3].